From a dataset of Forward reaction prediction with 1.9M reactions from USPTO patents (1976-2016). Predict the product of the given reaction. (1) Given the reactants [CH3:1][O:2][C:3]1[CH:8]=[CH:7][C:6]([N+:9]([O-:11])=[O:10])=[CH:5][C:4]=1[C:12]1[CH:13]=[C:14]([CH:17]=O)[O:15][CH:16]=1.[CH3:19][N:20]1[CH2:25][CH2:24][NH:23][CH2:22][CH2:21]1.C(O[BH-](OC(=O)C)OC(=O)C)(=O)C.[Na+], predict the reaction product. The product is: [CH3:1][O:2][C:3]1[CH:8]=[CH:7][C:6]([N+:9]([O-:11])=[O:10])=[CH:5][C:4]=1[C:12]1[CH:13]=[C:14]([CH2:17][N:23]2[CH2:24][CH2:25][N:20]([CH3:19])[CH2:21][CH2:22]2)[O:15][CH:16]=1. (2) Given the reactants [CH2:1]([O:3][C:4]([C:6]1[CH:11]=[C:10]([Br:12])[C:9](=[O:13])[NH:8][C:7]=1[C:14]([F:17])([F:16])[F:15])=[O:5])[CH3:2].O[CH2:19][C:20]1[CH:25]=[CH:24][CH:23]=[CH:22][N:21]=1, predict the reaction product. The product is: [CH2:1]([O:3][C:4](=[O:5])[C:6]1[CH:11]=[C:10]([Br:12])[C:9]([O:13][CH2:19][C:20]2[CH:25]=[CH:24][CH:23]=[CH:22][N:21]=2)=[N:8][C:7]=1[C:14]([F:17])([F:15])[F:16])[CH3:2]. (3) Given the reactants [CH3:1][O:2][C:3]([C:5]1[S:14][C:8]2[N:9]=[CH:10][N:11]=[C:12](Cl)[C:7]=2[C:6]=1[CH3:15])=[O:4].[O:16]1[CH2:21][CH2:20][CH2:19][C@@H:18]([O:22][C:23]2[C:28]([NH2:29])=[CH:27][CH:26]=[CH:25][N:24]=2)[CH2:17]1, predict the reaction product. The product is: [CH3:1][O:2][C:3]([C:5]1[S:14][C:8]2[N:9]=[CH:10][N:11]=[C:12]([NH:29][C:28]3[C:23]([O:22][C@@H:18]4[CH2:19][CH2:20][CH2:21][O:16][CH2:17]4)=[N:24][CH:25]=[CH:26][CH:27]=3)[C:7]=2[C:6]=1[CH3:15])=[O:4]. (4) Given the reactants [C:1]([O:5][C:6]([N:8]1[CH2:13][CH2:12][N:11]([C:14]2[N:22]=[C:21]3[C:17]([N:18]=[C:19]([C:23]4[C:24](=[O:30])[NH:25][CH:26]=[CH:27][C:28]=4Cl)[NH:20]3)=[C:16]([CH3:31])[N:15]=2)[CH2:10][CH2:9]1)=[O:7])([CH3:4])([CH3:3])[CH3:2].C(N(CC)CC)C.Cl.[NH2:40][CH2:41][C@H:42]([C:44]1[CH:49]=[CH:48][CH:47]=[C:46]([Cl:50])[CH:45]=1)[OH:43], predict the reaction product. The product is: [C:1]([O:5][C:6]([N:8]1[CH2:13][CH2:12][N:11]([C:14]2[N:22]=[C:21]3[C:17]([N:18]=[C:19]([C:23]4[C:24](=[O:30])[NH:25][CH:26]=[CH:27][C:28]=4[NH:40][CH2:41][C@H:42]([C:44]4[CH:49]=[CH:48][CH:47]=[C:46]([Cl:50])[CH:45]=4)[OH:43])[NH:20]3)=[C:16]([CH3:31])[N:15]=2)[CH2:10][CH2:9]1)=[O:7])([CH3:2])([CH3:4])[CH3:3].